Predict which catalyst facilitates the given reaction. From a dataset of Catalyst prediction with 721,799 reactions and 888 catalyst types from USPTO. Product: [CH3:12][C@@:2]1([CH2:5][CH2:6][C:7]2[O:8][CH:9]=[CH:10][CH:11]=2)[CH2:3][O:4][C:13](=[O:14])[NH:1]1. Reactant: [NH2:1][C@:2]([CH3:12])([CH2:5][CH2:6][C:7]1[O:8][CH:9]=[CH:10][CH:11]=1)[CH2:3][OH:4].[C:13](OC(OC(C)(C)C)=O)(OC(C)(C)C)=[O:14].C(N(CC)CC)C. The catalyst class is: 112.